From a dataset of Full USPTO retrosynthesis dataset with 1.9M reactions from patents (1976-2016). Predict the reactants needed to synthesize the given product. (1) Given the product [F:1][C:2]1[C:3]([CH2:17][NH2:18])=[CH:4][C:5]([CH:8]2[CH2:11][CH:10]([O:12][C:13]([F:14])([F:15])[F:16])[CH2:9]2)=[N:6][CH:7]=1, predict the reactants needed to synthesize it. The reactants are: [F:1][C:2]1[C:3]([CH2:17][N:18]2C(=O)C3C(=CC=CC=3)C2=O)=[CH:4][C:5]([CH:8]2[CH2:11][CH:10]([O:12][C:13]([F:16])([F:15])[F:14])[CH2:9]2)=[N:6][CH:7]=1.O.NN. (2) Given the product [F:1][C:2]1[CH:7]=[C:6]([S:8]([CH3:11])(=[O:10])=[O:9])[C:5]([F:12])=[CH:4][C:3]=1[NH:13][C@H:14]1[CH2:19][CH2:18][CH2:17][N:16]([CH:20]2[CH2:21][CH2:22][N:23]([C:34]#[N:33])[CH2:24][CH2:25]2)[C:15]1=[O:26], predict the reactants needed to synthesize it. The reactants are: [F:1][C:2]1[CH:7]=[C:6]([S:8]([CH3:11])(=[O:10])=[O:9])[C:5]([F:12])=[CH:4][C:3]=1[NH:13][C@H:14]1[CH2:19][CH2:18][CH2:17][N:16]([CH:20]2[CH2:25][CH2:24][NH:23][CH2:22][CH2:21]2)[C:15]1=[O:26].C(=O)([O-])[O-].[K+].[K+].[N:33]#[C:34]Br. (3) The reactants are: C1CN([P+](ON2N=[N:25][C:20]3C=[CH:22][CH:23]=[CH:24][C:19]2=3)(N2CCCC2)N2CCCC2)CC1.F[P-](F)(F)(F)(F)F.C(N(CC)C(C)C)(C)C.[Cl:43][C:44]1[CH:45]=[CH:46][C:47]2[N:53]3[C:54]([CH:57]([CH3:59])[CH3:58])=[N:55][N:56]=[C:52]3[CH:51]([CH2:60][C:61]([OH:63])=O)[O:50][CH:49]([C:64]3[CH:69]=[CH:68][CH:67]=[C:66]([O:70][CH3:71])[C:65]=3[O:72][CH3:73])[C:48]=2[CH:74]=1.N1CCCCC1. Given the product [Cl:43][C:44]1[CH:45]=[CH:46][C:47]2[N:53]3[C:54]([CH:57]([CH3:58])[CH3:59])=[N:55][N:56]=[C:52]3[CH:51]([CH2:60][C:61](=[O:63])[N:25]3[CH2:22][CH2:23][CH2:24][CH2:19][CH2:20]3)[O:50][CH:49]([C:64]3[CH:69]=[CH:68][CH:67]=[C:66]([O:70][CH3:71])[C:65]=3[O:72][CH3:73])[C:48]=2[CH:74]=1, predict the reactants needed to synthesize it. (4) The reactants are: [CH3:1][O:2][C:3]1[CH:49]=[CH:48][C:6]([CH2:7][N:8]([CH2:39][C:40]2[CH:45]=[CH:44][C:43]([O:46][CH3:47])=[CH:42][CH:41]=2)[C:9]2[N:14]=[CH:13][C:12]([C:15]3[C:16]4[CH2:29][CH2:28][N:27]([C:30]5[CH:31]=[C:32]([CH:36]=[CH:37][CH:38]=5)[C:33]([OH:35])=O)[C:17]=4[N:18]=[C:19]([N:21]4[CH2:26][CH2:25][O:24][CH2:23][CH2:22]4)[N:20]=3)=[CH:11][N:10]=2)=[CH:5][CH:4]=1.COC1C=CC(CN(CC2C=CC(OC)=CC=2)C2N=CC(C3C4CCN(C5C=CC(C(O)=O)=CC=5)C=4N=[C:68]([N:70]4[CH2:75][CH2:74][O:73][CH2:72][CH2:71]4)N=3)=CN=2)=CC=1.[NH2:99][CH2:100]CCN1CCOCC1. Given the product [CH3:47][O:46][C:43]1[CH:44]=[CH:45][C:40]([CH2:39][N:8]([CH2:7][C:6]2[CH:5]=[CH:4][C:3]([O:2][CH3:1])=[CH:49][CH:48]=2)[C:9]2[N:10]=[CH:11][C:12]([C:15]3[C:16]4[CH2:29][CH2:28][N:27]([C:30]5[CH:31]=[C:32]([CH:36]=[CH:37][CH:38]=5)[C:33]([NH:99][CH2:100][CH2:68][N:70]5[CH2:71][CH2:72][O:73][CH2:74][CH2:75]5)=[O:35])[C:17]=4[N:18]=[C:19]([N:21]4[CH2:22][CH2:23][O:24][CH2:25][CH2:26]4)[N:20]=3)=[CH:13][N:14]=2)=[CH:41][CH:42]=1, predict the reactants needed to synthesize it.